This data is from Full USPTO retrosynthesis dataset with 1.9M reactions from patents (1976-2016). The task is: Predict the reactants needed to synthesize the given product. (1) Given the product [NH:1]1[C:9]2[C:4](=[C:5]([C:10]3[N:14]=[C:13]([C:15]4[CH:16]=[CH:17][C:18]([C:21]5[CH:26]=[CH:25][CH:24]=[CH:23][C:22]=5[C:27]([F:30])([F:28])[F:29])=[CH:19][CH:20]=4)[O:12][N:11]=3)[CH:6]=[CH:7][CH:8]=2)[CH2:3][CH2:2]1, predict the reactants needed to synthesize it. The reactants are: [NH:1]1[C:9]2[C:4](=[C:5]([C:10]3[N:14]=[C:13]([C:15]4[CH:20]=[CH:19][C:18]([C:21]5[CH:26]=[CH:25][CH:24]=[CH:23][C:22]=5[C:27]([F:30])([F:29])[F:28])=[CH:17][CH:16]=4)[O:12][N:11]=3)[CH:6]=[CH:7][CH:8]=2)[CH:3]=[CH:2]1.C(OC1C=C(C2ON=C(C3C=CC=C4C=3C=CN4)N=2)C=CC=1OCC)C. (2) Given the product [CH3:35][C:10]1([CH3:34])[C@@H:9]([OH:8])[CH2:31][CH2:30][C@@:29]2([CH3:32])[C@H:11]1[CH2:12][CH2:13][C:14]1[C:15]3[C@:25]([CH3:33])([CH2:26][CH2:27][C:28]=12)[C@@H:18]([C@H:19]([CH3:24])[CH2:20][CH2:21][CH2:22][NH:23][C:37](=[O:39])[CH3:38])[CH2:17][CH:16]=3, predict the reactants needed to synthesize it. The reactants are: [Si]([O:8][C@H:9]1[CH2:31][CH2:30][C@@:29]2([CH3:32])[C@@H:11]([CH2:12][CH2:13][C:14]3[C:15]4[C@:25]([CH3:33])([CH2:26][CH2:27][C:28]=32)[C@@H:18]([C@H:19]([CH3:24])[CH2:20][CH2:21][CH2:22][NH2:23])[CH2:17][CH:16]=4)[C:10]1([CH3:35])[CH3:34])(C(C)(C)C)(C)C.Cl.[CH2:37]([OH:39])[CH3:38]. (3) Given the product [Pt:1].[NH2:27][C:9]1[CH:14]=[C:13]([C:15]2[CH:20]=[CH:19][CH:18]=[CH:17][N:16]=2)[N:12]=[C:11]([C:21]2[CH:26]=[CH:25][CH:24]=[CH:23][N:22]=2)[CH:10]=1.[N:27]1[CH:32]=[CH:31][C:30]([CH3:33])=[CH:29][CH:28]=1, predict the reactants needed to synthesize it. The reactants are: [Pt:1].BrC1C=CC([C:9]2[CH:14]=[C:13]([C:15]3[CH:20]=[CH:19][CH:18]=[CH:17][N:16]=3)[N:12]=[C:11]([C:21]3[CH:26]=[CH:25][CH:24]=[CH:23][N:22]=3)[CH:10]=2)=CC=1.[N:27]1[CH:32]=[CH:31][C:30]([CH3:33])=[CH:29][CH:28]=1.CCOCC. (4) Given the product [Br:1][C:2]1[CH:3]=[CH:4][C:5]([C:8]([CH:10]2[CH2:11][CH2:12]2)([OH:9])[CH3:13])=[CH:6][CH:7]=1, predict the reactants needed to synthesize it. The reactants are: [Br:1][C:2]1[CH:7]=[CH:6][C:5]([C:8]([CH:10]2[CH2:12][CH2:11]2)=[O:9])=[CH:4][CH:3]=1.[CH3:13][Mg+].[Br-].